Dataset: Forward reaction prediction with 1.9M reactions from USPTO patents (1976-2016). Task: Predict the product of the given reaction. (1) Given the reactants [CH3:1][N:2]1[CH:6]=[CH:5][CH:4]=[C:3]1[CH2:7][NH2:8].[C:9]([C:13]1[CH:22]=[CH:21][C:16]([CH2:17][N:18]=[C:19]=[S:20])=[CH:15][CH:14]=1)([CH3:12])([CH3:11])[CH3:10], predict the reaction product. The product is: [C:9]([C:13]1[CH:22]=[CH:21][C:16]([CH2:17][NH:18][C:19]([NH:8][CH2:7][C:3]2[N:2]([CH3:1])[CH:6]=[CH:5][CH:4]=2)=[S:20])=[CH:15][CH:14]=1)([CH3:12])([CH3:10])[CH3:11]. (2) Given the reactants [CH:1]1([CH:7]=O)[CH2:6][CH2:5][CH2:4][CH2:3][CH2:2]1.[CH3:9][O:10][C:11]([C:13]1[S:25][C:16]2[C:17]3[CH:18]=[CH:19][CH:20]=[C:21]([NH2:24])[C:22]=3[S:23][C:15]=2[C:14]=1[O:26][CH2:27][C:28]([O:30][CH2:31][CH3:32])=[O:29])=[O:12], predict the reaction product. The product is: [CH3:9][O:10][C:11]([C:13]1[S:25][C:16]2[C:17]3[CH:18]=[CH:19][CH:20]=[C:21]([NH:24][CH2:7][CH:1]4[CH2:2][CH2:3][CH2:4][CH2:5][CH2:6]4)[C:22]=3[S:23][C:15]=2[C:14]=1[O:26][CH2:27][C:28]([O:30][CH2:31][CH3:32])=[O:29])=[O:12]. (3) The product is: [CH3:27][C:12]1([S:14]([C:17]2[CH:22]=[CH:21][CH:20]=[C:19]([C:23]([F:26])([F:25])[F:24])[CH:18]=2)(=[O:16])=[O:15])[CH2:11][CH2:10][O:9][CH:8]([C:5]2[CH:6]=[CH:7][C:2]([N:34]3[CH:38]=[N:37][CH:36]=[N:35]3)=[N:3][CH:4]=2)[CH2:13]1. Given the reactants Br[C:2]1[CH:7]=[CH:6][C:5]([CH:8]2[CH2:13][C:12]([CH3:27])([S:14]([C:17]3[CH:22]=[CH:21][CH:20]=[C:19]([C:23]([F:26])([F:25])[F:24])[CH:18]=3)(=[O:16])=[O:15])[CH2:11][CH2:10][O:9]2)=[CH:4][N:3]=1.C([O-])([O-])=O.[Cs+].[Cs+].[NH:34]1[CH:38]=[N:37][CH:36]=[N:35]1, predict the reaction product. (4) The product is: [CH3:18][N:19]1[CH2:24][CH2:23][N:22]([CH2:3][CH2:2][C:1]([O:5][CH2:6][CH2:7][CH2:8][CH2:9][CH2:10][CH2:11][CH2:12][CH2:13][CH2:14][CH2:15][CH2:16][CH3:17])=[O:4])[CH2:21][CH2:20]1. Given the reactants [C:1]([O:5][CH2:6][CH2:7][CH2:8][CH2:9][CH2:10][CH2:11][CH2:12][CH2:13][CH2:14][CH2:15][CH2:16][CH3:17])(=[O:4])[CH:2]=[CH2:3].[CH3:18][N:19]1[CH2:24][CH2:23][NH:22][CH2:21][CH2:20]1, predict the reaction product. (5) Given the reactants F[C:2]1[C:3]([CH3:11])=[CH:4][C:5]([N+:8]([O-:10])=[O:9])=[N:6][CH:7]=1.[Cl:12][C:13]1[CH:18]=[C:17]([OH:19])[CH:16]=[CH:15][N:14]=1.C([O-])([O-])=O.[K+].[K+].O, predict the reaction product. The product is: [Cl:12][C:13]1[CH:18]=[C:17]([O:19][C:2]2[C:3]([CH3:11])=[CH:4][C:5]([N+:8]([O-:10])=[O:9])=[N:6][CH:7]=2)[CH:16]=[CH:15][N:14]=1. (6) Given the reactants [CH2:1]([O:8][C:9]1[C:14](=[O:15])[CH:13]=[C:12]([CH2:16][C:17]([F:20])([F:19])[F:18])[N:11]([CH3:21])[C:10]=1[CH2:22]O)[C:2]1[CH:7]=[CH:6][CH:5]=[CH:4][CH:3]=1.S(Cl)([Cl:26])=O, predict the reaction product. The product is: [CH2:1]([O:8][C:9]1[C:14](=[O:15])[CH:13]=[C:12]([CH2:16][C:17]([F:20])([F:19])[F:18])[N:11]([CH3:21])[C:10]=1[CH2:22][Cl:26])[C:2]1[CH:7]=[CH:6][CH:5]=[CH:4][CH:3]=1.